Predict the product of the given reaction. From a dataset of Forward reaction prediction with 1.9M reactions from USPTO patents (1976-2016). Given the reactants [CH:1]1([C:4]2[CH:9]=[CH:8][C:7]([CH2:10][C:11]([O:13]C)=[O:12])=[CH:6][CH:5]=2)[CH2:3][CH2:2]1.CO.[OH-].[Na+], predict the reaction product. The product is: [CH:1]1([C:4]2[CH:9]=[CH:8][C:7]([CH2:10][C:11]([OH:13])=[O:12])=[CH:6][CH:5]=2)[CH2:2][CH2:3]1.